This data is from Full USPTO retrosynthesis dataset with 1.9M reactions from patents (1976-2016). The task is: Predict the reactants needed to synthesize the given product. (1) Given the product [C:139]([C@@H:117]([NH:118][C:119]([NH:120][C@H:121]([C:131]([OH:133])=[O:132])[CH2:122][CH2:123][C:124]([OH:130])=[O:125])=[O:138])[CH2:116][CH2:115][CH2:114][CH2:113][NH:112][C:111](=[O:146])[CH2:110][N:72]([CH2:71][CH2:70][N:32]([CH2:33][C:34](=[O:69])[NH:35][CH2:36][CH2:37][CH2:38][CH2:39][C@H:40]([NH:41][C:42]([NH:43][C@H:44]([C:54]([OH:56])=[O:55])[CH2:45][CH2:46][C:47]([OH:49])=[O:48])=[O:61])[C:62]([OH:64])=[O:63])[CH2:31][C:30](=[O:147])[NH:29][CH2:28][CH2:27][CH2:26][CH2:25][C@@H:24]([C:148]([OH:150])=[O:149])[NH:23][C:22](=[O:155])[NH:21][C@H:11]([C:9]([OH:10])=[O:8])[CH2:12][CH2:13][C:14]([OH:20])=[O:15])[CH2:73][C:74](=[O:109])[NH:75][CH2:76][CH2:77][CH2:78][CH2:79][C@@H:80]([C:102]([OH:104])=[O:103])[NH:81][C:82](=[O:101])[NH:83][C@H:84]([C:94]([OH:96])=[O:95])[CH2:85][CH2:86][C:87]([OH:89])=[O:88])([OH:141])=[O:140], predict the reactants needed to synthesize it. The reactants are: C(Cl)Cl.C([O:8][C:9]([C@@H:11]([NH:21][C:22](=[O:155])[NH:23][C@H:24]([C:148]([O:150]C(C)(C)C)=[O:149])[CH2:25][CH2:26][CH2:27][CH2:28][NH:29][C:30](=[O:147])[CH2:31][N:32]([CH2:70][CH2:71][N:72]([CH2:110][C:111](=[O:146])[NH:112][CH2:113][CH2:114][CH2:115][CH2:116][C@@H:117]([C:139]([O:141]C(C)(C)C)=[O:140])[NH:118][C:119](=[O:138])[NH:120][C@H:121]([C:131]([O:133]C(C)(C)C)=[O:132])[CH2:122][CH2:123][C:124](=[O:130])[O:125]C(C)(C)C)[CH2:73][C:74](=[O:109])[NH:75][CH2:76][CH2:77][CH2:78][CH2:79][C@@H:80]([C:102]([O:104]C(C)(C)C)=[O:103])[NH:81][C:82](=[O:101])[NH:83][C@H:84]([C:94]([O:96]C(C)(C)C)=[O:95])[CH2:85][CH2:86][C:87]([O:89]C(C)(C)C)=[O:88])[CH2:33][C:34](=[O:69])[NH:35][CH2:36][CH2:37][CH2:38][CH2:39][C@@H:40]([C:62]([O:64]C(C)(C)C)=[O:63])[NH:41][C:42](=[O:61])[NH:43][C@H:44]([C:54]([O:56]C(C)(C)C)=[O:55])[CH2:45][CH2:46][C:47]([O:49]C(C)(C)C)=[O:48])[CH2:12][CH2:13][C:14](=[O:20])[O:15]C(C)(C)C)=[O:10])(C)(C)C. (2) Given the product [CH:1]1[C:6]([C:7]#[N:8])=[CH:5][C:4]2[C:9]([CH2:12][CH2:13][CH2:14][CH2:15][N:16]3[CH2:17][CH2:18][N:19]([C:22]4[CH:23]=[CH:24][C:25]5[O:30][C:29]([C:31]([NH2:33])=[O:32])=[CH:28][C:26]=5[CH:27]=4)[CH2:20][CH2:21]3)=[CH:10][NH:11][C:3]=2[CH:2]=1.[ClH:38], predict the reactants needed to synthesize it. The reactants are: [CH:1]1[C:6]([C:7]#[N:8])=[CH:5][C:4]2[C:9]([CH2:12][CH2:13][CH2:14][CH2:15][N:16]3[CH2:21][CH2:20][N:19]([C:22]4[CH:23]=[CH:24][C:25]5[O:30][C:29]([C:31]([NH2:33])=[O:32])=[CH:28][C:26]=5[CH:27]=4)[CH2:18][CH2:17]3)=[CH:10][NH:11][C:3]=2[CH:2]=1.CC(O)C.[ClH:38]. (3) Given the product [ClH:53].[NH2:8][C@H:9]([C@@H:39]([OH:52])[CH2:40][C@H:41]([C:45](=[O:51])[NH:46][CH2:47][CH2:48][CH2:49][CH3:50])[CH:42]([CH3:43])[CH3:44])[CH2:10][C@@H:11]([CH:36]([CH3:38])[CH3:37])[CH2:12][NH:13][C:14](=[O:35])[C:15]1[CH:20]=[CH:19][C:18]([O:21][CH2:22][C:23]2[NH:24][N:25]=[N:26][N:27]=2)=[CH:17][C:16]=1[O:28][CH2:29][CH2:30][CH2:31][CH2:32][O:33][CH3:34], predict the reactants needed to synthesize it. The reactants are: C(OC([NH:8][C@H:9]([C@@H:39]([OH:52])[CH2:40][C@H:41]([C:45](=[O:51])[NH:46][CH2:47][CH2:48][CH2:49][CH3:50])[CH:42]([CH3:44])[CH3:43])[CH2:10][C@@H:11]([CH:36]([CH3:38])[CH3:37])[CH2:12][NH:13][C:14](=[O:35])[C:15]1[CH:20]=[CH:19][C:18]([O:21][CH2:22][C:23]2[NH:27][N:26]=[N:25][N:24]=2)=[CH:17][C:16]=1[O:28][CH2:29][CH2:30][CH2:31][CH2:32][O:33][CH3:34])=O)(C)(C)C.[ClH:53]. (4) Given the product [F:20][C:21]1[CH:27]=[CH:26][C:24]([NH:25][C:2]2[C:11]3[C:6](=[C:7]([CH3:16])[CH:8]=[C:9]([S:12]([CH3:15])(=[O:14])=[O:13])[CH:10]=3)[N:5]=[N:4][C:3]=2[C:17]([NH2:19])=[O:18])=[CH:23][C:22]=1[O:28][CH3:29], predict the reactants needed to synthesize it. The reactants are: Cl[C:2]1[C:11]2[C:6](=[C:7]([CH3:16])[CH:8]=[C:9]([S:12]([CH3:15])(=[O:14])=[O:13])[CH:10]=2)[N:5]=[N:4][C:3]=1[C:17]([NH2:19])=[O:18].[F:20][C:21]1[CH:27]=[CH:26][C:24]([NH2:25])=[CH:23][C:22]=1[O:28][CH3:29]. (5) The reactants are: [CH3:1][N:2]1[CH:6]=[C:5]([C:7]2[CH:12]=[CH:11][C:10]([S:13]([CH3:16])(=[O:15])=[O:14])=[CH:9][CH:8]=2)[N:4]=[CH:3]1.C(O)(C(F)(F)F)=O.C1C(=O)N([I:31])C(=O)C1. Given the product [I:31][C:6]1[N:2]([CH3:1])[CH:3]=[N:4][C:5]=1[C:7]1[CH:8]=[CH:9][C:10]([S:13]([CH3:16])(=[O:15])=[O:14])=[CH:11][CH:12]=1, predict the reactants needed to synthesize it. (6) Given the product [Cl:23][C:21]1[CH:22]=[C:17]([C:9]2[NH:8][C:16]3[C:11]([CH:10]=2)=[CH:12][CH:13]=[CH:14][CH:15]=3)[C:18](=[O:24])[NH:19][N:20]=1, predict the reactants needed to synthesize it. The reactants are: C(OC([N:8]1[C:16]2[C:11](=[CH:12][CH:13]=[CH:14][CH:15]=2)[CH:10]=[C:9]1[C:17]1[CH:22]=[C:21]([Cl:23])[N:20]=[N:19][C:18]=1[O:24]C)=O)(C)(C)C.C[Si](Cl)(C)C.O.